Dataset: Catalyst prediction with 721,799 reactions and 888 catalyst types from USPTO. Task: Predict which catalyst facilitates the given reaction. Reactant: Cl.FC1C=C(C=CC=1)CN1C=C(C2C3C(=NC=C(C4C=CC(C5CCNCC5)=CC=4)C=3)N(S(C3C=CC(C)=CC=3)(=O)=O)C=2)C=N1.[F:46][C:47]1[CH:48]=[C:49]([CH:95]=[CH:96][CH:97]=1)[CH2:50][N:51]1[CH:55]=[C:54]([C:56]2[C:64]3[C:59](=[N:60][CH:61]=[C:62]([C:65]4[CH:70]=[CH:69][C:68]([NH:71][CH:72]5[CH2:77][CH2:76][N:75]([C:78]([O:80][C:81]([CH3:84])([CH3:83])[CH3:82])=[O:79])[CH2:74][CH2:73]5)=[CH:67][CH:66]=4)[CH:63]=3)[N:58](S(C3C=CC(C)=CC=3)(=O)=O)[CH:57]=2)[CH:53]=[N:52]1.[OH-].[Li+]. Product: [F:46][C:47]1[CH:48]=[C:49]([CH:95]=[CH:96][CH:97]=1)[CH2:50][N:51]1[CH:55]=[C:54]([C:56]2[C:64]3[C:59](=[N:60][CH:61]=[C:62]([C:65]4[CH:66]=[CH:67][C:68]([NH:71][CH:72]5[CH2:77][CH2:76][N:75]([C:78]([O:80][C:81]([CH3:83])([CH3:84])[CH3:82])=[O:79])[CH2:74][CH2:73]5)=[CH:69][CH:70]=4)[CH:63]=3)[NH:58][CH:57]=2)[CH:53]=[N:52]1. The catalyst class is: 87.